From a dataset of Catalyst prediction with 721,799 reactions and 888 catalyst types from USPTO. Predict which catalyst facilitates the given reaction. (1) Reactant: [F:1][C:2]([F:15])([F:14])[C:3]1[CH:8]=[CH:7][C:6]([PH:9](=[O:13])[O:10][CH2:11][CH3:12])=[CH:5][CH:4]=1.Br[C:17]1[CH:22]=[CH:21][C:20]([O:23][CH:24]([CH3:26])[CH3:25])=[C:19]([CH:27]=[CH2:28])[CH:18]=1.C(N(CC)CC)C. Product: [F:15][C:2]([F:14])([F:1])[C:3]1[CH:4]=[CH:5][C:6]([P:9]([C:17]2[CH:22]=[CH:21][C:20]([O:23][CH:24]([CH3:25])[CH3:26])=[C:19]([CH:27]=[CH2:28])[CH:18]=2)(=[O:13])[O:10][CH2:11][CH3:12])=[CH:7][CH:8]=1. The catalyst class is: 533. (2) Reactant: [CH3:1][O:2][C:3]([C:5]1[N:6]([CH2:25][C:26]2[CH:31]=[CH:30][CH:29]=[CH:28][CH:27]=2)[C:7](=[O:24])[C:8]2[C:13]([C:14]=1[C:15]1[CH:20]=[CH:19][C:18]([CH:21]=[O:22])=[CH:17][CH:16]=1)=[CH:12][C:11]([Cl:23])=[CH:10][CH:9]=2)=[O:4].CO.[BH4-].[Na+]. Product: [CH3:1][O:2][C:3]([C:5]1[N:6]([CH2:25][C:26]2[CH:31]=[CH:30][CH:29]=[CH:28][CH:27]=2)[C:7](=[O:24])[C:8]2[C:13]([C:14]=1[C:15]1[CH:20]=[CH:19][C:18]([CH2:21][OH:22])=[CH:17][CH:16]=1)=[CH:12][C:11]([Cl:23])=[CH:10][CH:9]=2)=[O:4]. The catalyst class is: 1. (3) Reactant: [F:1][C:2]([F:7])([F:6])[C:3]([OH:5])=[O:4].[C:8]([N:11]([CH2:28][C:29]1[CH:30]=[C:31]([NH:35]C(=O)OC(C)(C)C)[CH:32]=[CH:33][CH:34]=1)[CH2:12][C:13]1[CH:18]=[CH:17][CH:16]=[C:15]([NH:19][C:20]2[C:25]([Cl:26])=[CH:24][N:23]=[C:22](Cl)[N:21]=2)[CH:14]=1)(=[O:10])[CH3:9].FC(F)(F)C(O)=O. Product: [F:1][C:2]([F:7])([F:6])[C:3]([OH:5])=[O:4].[C:8]([N:11]1[CH2:28][C:29]2[CH:30]=[C:31]([CH:32]=[CH:33][CH:34]=2)[NH:35][C:22]2=[N:21][C:20](=[C:25]([Cl:26])[CH:24]=[N:23]2)[NH:19][C:15]2=[CH:14][C:13](=[CH:18][CH:17]=[CH:16]2)[CH2:12]1)(=[O:10])[CH3:9]. The catalyst class is: 10. (4) Reactant: [Br:1][C:2]1[CH:10]=[CH:9][C:8](S(=O)(=O)NC2C=CC(CCCC)=CC=2)=[CH:7][C:3]=1C(O)=O.CCN=C=NCCCN(C)C.C1C=CC2N(O)N=NC=2C=1.CCN(C(C)C)C(C)C.[CH3:55][O:56]C1C=CC=CC=1N1CCNCC1. Product: [Br:1][C:2]1[CH:10]=[CH:9][CH:8]=[CH:7][C:3]=1[O:56][CH3:55]. The catalyst class is: 18. (5) Reactant: C(O)(C(F)(F)F)=O.[CH2:8]([N:15]1[C:19]2([CH2:24][CH2:23][N:22](C(OC(C)(C)C)=O)[CH2:21][CH2:20]2)[NH:18][C@@H:17]([CH2:32][CH2:33][S:34][CH3:35])[C:16]1=[O:36])[C:9]1[CH:14]=[CH:13][CH:12]=[CH:11][CH:10]=1.C([O-])(O)=O.[Na+]. Product: [CH2:8]([N:15]1[C:19]2([CH2:20][CH2:21][NH:22][CH2:23][CH2:24]2)[NH:18][C@@H:17]([CH2:32][CH2:33][S:34][CH3:35])[C:16]1=[O:36])[C:9]1[CH:10]=[CH:11][CH:12]=[CH:13][CH:14]=1. The catalyst class is: 2. (6) Reactant: [H-].[Na+].[CH3:3][C:4]1([CH3:11])[O:8][C@H:7]([CH2:9][OH:10])[CH2:6][O:5]1.[Br:12][C:13]1[CH:18]=[CH:17][CH:16]=[C:15](Br)[N:14]=1. Product: [Br:12][C:13]1[CH:18]=[CH:17][CH:16]=[C:15]([O:10][CH2:9][C@@H:7]2[CH2:6][O:5][C:4]([CH3:11])([CH3:3])[O:8]2)[N:14]=1. The catalyst class is: 93. (7) Reactant: [CH3:1][C:2]1[CH:3]=[C:4]([CH:7]2[CH2:12][CH2:11][N:10]([C:13]([O:15][C:16]([CH3:19])([CH3:18])[CH3:17])=[O:14])[CH2:9][CH2:8]2)[S:5][CH:6]=1.CO.[Br:22]N1C(=O)CCC1=O. Product: [Br:22][C:6]1[S:5][C:4]([CH:7]2[CH2:8][CH2:9][N:10]([C:13]([O:15][C:16]([CH3:19])([CH3:18])[CH3:17])=[O:14])[CH2:11][CH2:12]2)=[CH:3][C:2]=1[CH3:1]. The catalyst class is: 153. (8) Reactant: [C:1]([OH:7])(=O)/[C:2](=[CH:4]/[CH3:5])/[CH3:3].C(Cl)(=O)C(Cl)=O.[NH2:14][C:15]1[CH:36]=[CH:35][C:18]([CH2:19][NH:20]/[CH:21]=[C:22]2\[C:23](=[O:34])[NH:24][C:25](=[O:33])[C:26]3[C:31]\2=[CH:30][C:29]([I:32])=[CH:28][CH:27]=3)=[CH:17][C:16]=1[O:37][Si](C(C)C)(C(C)C)C(C)C.C(N(C(C)C)CC)(C)C.[F-].C([N+](CCCC)(CCCC)CCCC)CCC. Product: [OH:37][C:16]1[CH:17]=[C:18]([CH2:19][NH:20]/[CH:21]=[C:22]2\[C:23](=[O:34])[NH:24][C:25](=[O:33])[C:26]3[C:31]\2=[CH:30][C:29]([I:32])=[CH:28][CH:27]=3)[CH:35]=[CH:36][C:15]=1[NH:14][C:1](=[O:7])/[C:2](/[CH3:3])=[CH:4]/[CH3:5]. The catalyst class is: 783. (9) Reactant: [Cl:1][C:2]1[C:3]2[S:10][CH:9]=[CH:8][C:4]=2[N:5]=[CH:6][N:7]=1.[Li]CCCC.[CH3:16][S:17]SC. Product: [Cl:1][C:2]1[C:3]2[S:10][C:9]([S:17][CH3:16])=[CH:8][C:4]=2[N:5]=[CH:6][N:7]=1. The catalyst class is: 1.